This data is from Reaction yield outcomes from USPTO patents with 853,638 reactions. The task is: Predict the reaction yield, written as a fraction of the theoretical maximum amount of product (1.0 means a 100% yield; for example, 0.34 means a 34% yield). (1) The reactants are [NH2:1][CH2:2][C@@H:3]1[CH2:8][CH2:7][C@H:6]([CH3:9])[CH2:5][N:4]1[C:10]([O:12][C:13]([CH3:16])([CH3:15])[CH3:14])=[O:11].C(=O)([O-])[O-].[K+].[K+].Cl[C:24]1[N:25]=[N:26][C:27]([C:30]([F:33])([F:32])[F:31])=[CH:28][CH:29]=1. The catalyst is CN(C=O)C.CCOCC. The product is [CH3:9][C@@H:6]1[CH2:5][N:4]([C:10]([O:12][C:13]([CH3:15])([CH3:14])[CH3:16])=[O:11])[C@H:3]([CH2:2][NH:1][C:24]2[N:25]=[N:26][C:27]([C:30]([F:33])([F:32])[F:31])=[CH:28][CH:29]=2)[CH2:8][CH2:7]1. The yield is 0.305. (2) The reactants are [CH3:1][O:2][C:3](=[O:30])[CH2:4][C:5]1[CH:10]=[CH:9][CH:8]=[C:7]([O:11][CH2:12][CH2:13][CH2:14][NH:15][CH2:16][CH:17]([C:24]2[CH:29]=[CH:28][CH:27]=[CH:26][CH:25]=2)[C:18]2[CH:23]=[CH:22][CH:21]=[CH:20][CH:19]=2)[CH:6]=1.[F:31][C:32]([F:43])([F:42])[O:33][C:34]1[CH:35]=[C:36]([CH:39]=[CH:40][CH:41]=1)[CH2:37]Br.C(=O)([O-])[O-].[K+].[K+]. The catalyst is CN(C=O)C.O. The product is [CH3:1][O:2][C:3](=[O:30])[CH2:4][C:5]1[CH:10]=[CH:9][CH:8]=[C:7]([O:11][CH2:12][CH2:13][CH2:14][N:15]([CH2:16][CH:17]([C:24]2[CH:29]=[CH:28][CH:27]=[CH:26][CH:25]=2)[C:18]2[CH:19]=[CH:20][CH:21]=[CH:22][CH:23]=2)[CH2:37][C:36]2[CH:39]=[CH:40][CH:41]=[C:34]([O:33][C:32]([F:31])([F:42])[F:43])[CH:35]=2)[CH:6]=1. The yield is 0.880. (3) The reactants are [C:1]([O:5][C:6](=[O:20])[C@@H:7]([NH:11][CH2:12][C:13]1[CH:18]=[CH:17][CH:16]=[CH:15][C:14]=1[NH2:19])[CH:8]([CH3:10])[CH3:9])([CH3:4])([CH3:3])[CH3:2].[C:21](N1C=CN=C1)(N1C=CN=C1)=[O:22]. The catalyst is C1COCC1. The product is [C:1]([O:5][C:6](=[O:20])[C@@H:7]([N:11]1[CH2:12][C:13]2[C:14](=[CH:15][CH:16]=[CH:17][CH:18]=2)[NH:19][C:21]1=[O:22])[CH:8]([CH3:10])[CH3:9])([CH3:3])([CH3:4])[CH3:2]. The yield is 0.380. (4) The reactants are FC1C(O[C:9]([C:11]2([F:30])[C:20]([NH:21][C:22]3[CH:27]=[CH:26][C:25]([I:28])=[CH:24][C:23]=3[F:29])=[CH:19][C:14]3=[N:15][CH2:16][N:17]([CH3:18])[C:13]3=[CH:12]2)=[O:10])=C(F)C(F)=C(F)C=1F.[NH3:35]. The catalyst is CN(C=O)C. The product is [F:30][C:11]1([C:9]([NH2:35])=[O:10])[C:20]([NH:21][C:22]2[CH:27]=[CH:26][C:25]([I:28])=[CH:24][C:23]=2[F:29])=[CH:19][C:14]2=[N:15][CH2:16][N:17]([CH3:18])[C:13]2=[CH:12]1. The yield is 0.933. (5) The reactants are [CH:1]([C:3]1[C@H:12]([CH2:13][O:14][Si:15]([CH:22]([CH3:24])[CH3:23])([CH:19]([CH3:21])[CH3:20])[CH:16]([CH3:18])[CH3:17])[C@@H:11]([OH:25])[C:10]2[C:5](=[CH:6][C:7]3[O:28][CH2:27][O:26][C:8]=3[CH:9]=2)[CH:4]=1)=[O:2].N1[CH:33]=[CH:32]N=C1.[O-]Cl=O.[Na+].[OH2:38]. The catalyst is CN(C=O)C. The product is [CH2:27]1[O:28][C:7]2[CH:6]=[C:5]3[C:10]([C@H:11]([O:25][Si:15]([CH2:32][CH3:33])([CH2:19][CH3:20])[CH2:16][CH3:17])[C@@H:12]([CH2:13][O:14][Si:15]([CH:16]([CH3:18])[CH3:17])([CH:22]([CH3:24])[CH3:23])[CH:19]([CH3:20])[CH3:21])[C:3]([C:1]([OH:38])=[O:2])=[CH:4]3)=[CH:9][C:8]=2[O:26]1. The yield is 0.850. (6) The reactants are [C:1]([NH:5][S:6]([C:9]1([CH3:12])[CH2:11][CH2:10]1)(=[O:8])=[O:7])([CH3:4])([CH3:3])[CH3:2].[CH2:13](Br)[CH:14]=C. No catalyst specified. The product is [C:1]([NH:5][S:6]([C:9]1([CH2:12][CH:13]=[CH2:14])[CH2:11][CH2:10]1)(=[O:8])=[O:7])([CH3:4])([CH3:2])[CH3:3]. The yield is 0.970.